From a dataset of Catalyst prediction with 721,799 reactions and 888 catalyst types from USPTO. Predict which catalyst facilitates the given reaction. (1) Reactant: [CH2:1]([O:5][C:6]1[CH:11]=[CH:10][C:9]([CH2:12][C:13]([O:15]C)=[O:14])=[CH:8][CH:7]=1)[CH:2]([CH3:4])[CH3:3].O.[OH-].[K+]. Product: [CH2:1]([O:5][C:6]1[CH:7]=[CH:8][C:9]([CH2:12][C:13]([OH:15])=[O:14])=[CH:10][CH:11]=1)[CH:2]([CH3:4])[CH3:3]. The catalyst class is: 5. (2) Reactant: [F:1][C:2]1[CH:7]=[CH:6][CH:5]=[CH:4][C:3]=1[N:8]1[C:16]2[C:11](=[C:12]([N:17]3[CH2:24][CH:23]4[CH:19]([CH2:20][NH:21][CH2:22]4)[C:18]3=[O:25])[CH:13]=[CH:14][CH:15]=2)[CH:10]=[N:9]1.[C:26](N1C=CN=C1)([N:28]1[CH:32]=[CH:31][N:30]=[CH:29]1)=[O:27]. Product: [F:1][C:2]1[CH:7]=[CH:6][CH:5]=[CH:4][C:3]=1[N:8]1[C:16]2[C:11](=[C:12]([N:17]3[CH2:24][C@H:23]4[C@H:19]([CH2:20][N:21]([C:26]([N:28]5[CH:32]=[CH:31][N:30]=[CH:29]5)=[O:27])[CH2:22]4)[C:18]3=[O:25])[CH:13]=[CH:14][CH:15]=2)[CH:10]=[N:9]1. The catalyst class is: 7. (3) Reactant: [NH2:1][C:2]1[CH:7]=[CH:6][CH:5]=[CH:4][C:3]=1[NH2:8].[NH:9]1[C:17]2[C:12](=[CH:13][CH:14]=[CH:15][CH:16]=2)[C:11]([C:18](O)=O)=[N:10]1.C(=O)([O-])[O-].[K+].[K+]. Product: [NH:1]1[C:2]2[CH:7]=[CH:6][CH:5]=[CH:4][C:3]=2[N:8]=[C:18]1[C:11]1[C:12]2[C:17](=[CH:16][CH:15]=[CH:14][CH:13]=2)[NH:9][N:10]=1. The catalyst class is: 13. (4) The catalyst class is: 7. Product: [Cl:1][C:2]1[CH:3]=[CH:4][C:5]([CH:8]([C:30]2[CH:31]=[CH:32][C:33]([Cl:36])=[CH:34][CH:35]=2)[N:9]2[CH2:10][CH:11]3[CH2:16][N:15]([C:17]([O:19][CH:20]([C:21](=[O:23])[NH:38][CH3:37])[C:26]([F:29])([F:28])[F:27])=[O:18])[CH2:14][CH:12]3[CH2:13]2)=[CH:6][CH:7]=1. Reactant: [Cl:1][C:2]1[CH:7]=[CH:6][C:5]([CH:8]([C:30]2[CH:35]=[CH:34][C:33]([Cl:36])=[CH:32][CH:31]=2)[N:9]2[CH2:13][CH:12]3[CH2:14][N:15]([C:17]([O:19][CH:20]([C:26]([F:29])([F:28])[F:27])[C:21]([O:23]CC)=O)=[O:18])[CH2:16][CH:11]3[CH2:10]2)=[CH:4][CH:3]=1.[CH3:37][NH2:38].